This data is from NCI-60 drug combinations with 297,098 pairs across 59 cell lines. The task is: Regression. Given two drug SMILES strings and cell line genomic features, predict the synergy score measuring deviation from expected non-interaction effect. (1) Drug 1: CCCS(=O)(=O)NC1=C(C(=C(C=C1)F)C(=O)C2=CNC3=C2C=C(C=N3)C4=CC=C(C=C4)Cl)F. Drug 2: C1CCC(CC1)NC(=O)N(CCCl)N=O. Cell line: COLO 205. Synergy scores: CSS=50.7, Synergy_ZIP=3.77, Synergy_Bliss=6.77, Synergy_Loewe=-5.83, Synergy_HSA=7.80. (2) Drug 1: C1=CC(=CC=C1C#N)C(C2=CC=C(C=C2)C#N)N3C=NC=N3. Drug 2: CC1CCC2CC(C(=CC=CC=CC(CC(C(=O)C(C(C(=CC(C(=O)CC(OC(=O)C3CCCCN3C(=O)C(=O)C1(O2)O)C(C)CC4CCC(C(C4)OC)O)C)C)O)OC)C)C)C)OC. Cell line: OVCAR-5. Synergy scores: CSS=19.6, Synergy_ZIP=-5.40, Synergy_Bliss=0.851, Synergy_Loewe=-6.20, Synergy_HSA=-0.0357. (3) Drug 2: N.N.Cl[Pt+2]Cl. Cell line: COLO 205. Drug 1: C1=CN(C(=O)N=C1N)C2C(C(C(O2)CO)O)O.Cl. Synergy scores: CSS=51.4, Synergy_ZIP=-1.15, Synergy_Bliss=-2.83, Synergy_Loewe=-10.0, Synergy_HSA=0.884. (4) Drug 1: C1=NC2=C(N1)C(=S)N=C(N2)N. Drug 2: C1C(C(OC1N2C=NC(=NC2=O)N)CO)O. Cell line: NCI-H322M. Synergy scores: CSS=38.8, Synergy_ZIP=-6.44, Synergy_Bliss=0.281, Synergy_Loewe=2.25, Synergy_HSA=3.28. (5) Drug 1: CC(CN1CC(=O)NC(=O)C1)N2CC(=O)NC(=O)C2. Drug 2: CS(=O)(=O)CCNCC1=CC=C(O1)C2=CC3=C(C=C2)N=CN=C3NC4=CC(=C(C=C4)OCC5=CC(=CC=C5)F)Cl. Cell line: HOP-62. Synergy scores: CSS=7.53, Synergy_ZIP=-0.674, Synergy_Bliss=-0.298, Synergy_Loewe=-0.340, Synergy_HSA=-0.0450. (6) Drug 1: CC1C(C(CC(O1)OC2CC(CC3=C2C(=C4C(=C3O)C(=O)C5=C(C4=O)C(=CC=C5)OC)O)(C(=O)C)O)N)O.Cl. Drug 2: CC12CCC3C(C1CCC2O)C(CC4=C3C=CC(=C4)O)CCCCCCCCCS(=O)CCCC(C(F)(F)F)(F)F. Cell line: A498. Synergy scores: CSS=13.3, Synergy_ZIP=-5.63, Synergy_Bliss=-1.79, Synergy_Loewe=-12.5, Synergy_HSA=-2.19.